From a dataset of Reaction yield outcomes from USPTO patents with 853,638 reactions. Predict the reaction yield, written as a fraction of the theoretical maximum amount of product (1.0 means a 100% yield; for example, 0.34 means a 34% yield). (1) The catalyst is O. The yield is 0.0600. The product is [C:6]1([NH:12][CH2:13][C:14]2[CH:19]=[CH:18][C:17]([CH2:20][C:21]3[CH:26]=[C:25]([C:27]4[C:28]([NH2:33])=[N:29][CH:30]=[CH:31][CH:32]=4)[O:23][N:22]=3)=[CH:16][CH:15]=2)[CH:11]=[CH:10][CH:9]=[CH:8][CH:7]=1. The reactants are O1CCCC1.[C:6]1([NH:12][CH2:13][C:14]2[CH:19]=[CH:18][C:17]([CH2:20][C:21](Cl)=[N:22][OH:23])=[CH:16][CH:15]=2)[CH:11]=[CH:10][CH:9]=[CH:8][CH:7]=1.[C:25]([C:27]1[C:28]([NH2:33])=[N:29][CH:30]=[CH:31][CH:32]=1)#[CH:26].C(N(CC)CC)C. (2) The reactants are [N:1]1([C:7]2[CH:12]=[CH:11][C:10]([S:13]([NH:16][C:17]3[S:21][N:20]=[CH:19][N:18]=3)(=[O:15])=[O:14])=[CH:9][CH:8]=2)[CH2:6][CH2:5][NH:4][CH2:3][CH2:2]1.[Cl:22][C:23]1[CH:24]=[C:25]2[C:30](=[CH:31][CH:32]=1)[N:29]([C@H:33]([CH3:37])[C:34](O)=[O:35])[CH2:28][CH2:27][CH2:26]2.CN(C(ON1N=NC2C=CC=NC1=2)=[N+](C)C)C.F[P-](F)(F)(F)(F)F.C(=O)(O)[O-].[Na+]. The catalyst is C(Cl)Cl.CN(C=O)C. The product is [Cl:22][C:23]1[CH:24]=[C:25]2[C:30](=[CH:31][CH:32]=1)[N:29]([C@H:33]([CH3:37])[C:34]([N:4]1[CH2:5][CH2:6][N:1]([C:7]3[CH:8]=[CH:9][C:10]([S:13]([NH:16][C:17]4[S:21][N:20]=[CH:19][N:18]=4)(=[O:15])=[O:14])=[CH:11][CH:12]=3)[CH2:2][CH2:3]1)=[O:35])[CH2:28][CH2:27][CH2:26]2. The yield is 0.610. (3) The reactants are [C:1]1([C:11]2[CH:16]=[CH:15][CH:14]=[CH:13][CH:12]=2)[CH:6]=[CH:5][C:4]([CH2:7][C:8]([OH:10])=O)=[CH:3][CH:2]=1.[CH3:17][O:18][C:19](=[O:27])[C:20]1[CH:25]=[CH:24][CH:23]=[C:22]([NH2:26])[CH:21]=1.C1C=CC2N(O)N=NC=2C=1.CCN(C(C)C)C(C)C. The catalyst is CN(C=O)C. The product is [CH3:17][O:18][C:19](=[O:27])[C:20]1[CH:25]=[CH:24][CH:23]=[C:22]([NH:26][C:8](=[O:10])[CH2:7][C:4]2[CH:3]=[CH:2][C:1]([C:11]3[CH:16]=[CH:15][CH:14]=[CH:13][CH:12]=3)=[CH:6][CH:5]=2)[CH:21]=1. The yield is 1.00. (4) The reactants are [C:1](/[C:3](=[C:5]1/[C:6]2[CH:35]=[CH:34][C:33]([F:36])=[CH:32][C:7]=2[O:8][CH2:9][C:10]2[CH:15]=[C:14]([CH2:16][N:17]3[C:21]4[CH:22]=[CH:23][CH:24]=[C:25]([C:26]([OH:28])=O)[C:20]=4[N:19]=[C:18]3[CH2:29][CH2:30][CH3:31])[CH:13]=[CH:12][C:11]/1=2)/[CH3:4])#[N:2].C(N1C=CN=C1)([N:39]1C=CN=C1)=O.N.Cl. The catalyst is C1COCC1.O. The product is [C:1](/[C:3](=[C:5]1/[C:6]2[CH:35]=[CH:34][C:33]([F:36])=[CH:32][C:7]=2[O:8][CH2:9][C:12]2[CH:13]=[C:14]([CH2:16][N:17]3[C:21]4[CH:22]=[CH:23][CH:24]=[C:25]([C:26]([NH2:39])=[O:28])[C:20]=4[N:19]=[C:18]3[CH2:29][CH2:30][CH3:31])[CH:15]=[CH:10][C:11]/1=2)/[CH3:4])#[N:2]. The yield is 1.00. (5) The reactants are [Br:1][C:2]1[CH:7]=[C:6]([C:8]2[N:13]=[N:12][C:11](SC)=[N:10][CH:9]=2)[CH:5]=[C:4]([Br:16])[C:3]=1[OH:17].[Br:18][C:19]1[CH:26]=[CH:25][C:22]([CH2:23][OH:24])=[CH:21][CH:20]=1.CC(C)([O-])C.[K+].P([O-])([O-])([O-])=O. The catalyst is O1CCCC1.C(Cl)Cl. The product is [Br:1][C:2]1[CH:7]=[C:6]([C:8]2[N:13]=[N:12][C:11]([O:24][CH2:23][C:22]3[CH:25]=[CH:26][C:19]([Br:18])=[CH:20][CH:21]=3)=[N:10][CH:9]=2)[CH:5]=[C:4]([Br:16])[C:3]=1[OH:17]. The yield is 0.300. (6) The reactants are [NH:1]1[C:9]2[C:4](=[CH:5][CH:6]=[CH:7][CH:8]=2)[C:3](/[CH:10]=[CH:11]/[C:12]2[CH:21]=[CH:20][C:15]([C:16]([O:18]C)=[O:17])=[CH:14][CH:13]=2)=[N:2]1.[OH-].[Na+]. The catalyst is CO. The product is [NH:1]1[C:9]2[C:4](=[CH:5][CH:6]=[CH:7][CH:8]=2)[C:3](/[CH:10]=[CH:11]/[C:12]2[CH:21]=[CH:20][C:15]([C:16]([OH:18])=[O:17])=[CH:14][CH:13]=2)=[N:2]1. The yield is 1.00. (7) The reactants are P(Cl)(Cl)([Cl:3])=O.[CH3:6][O:7][C:8]1[CH:13]=[CH:12][C:11]([C:14]2[C:15]3[CH:24]=[CH:23][N:22]=[CH:21][C:16]=3[C:17](=O)[NH:18][N:19]=2)=[CH:10][CH:9]=1. The catalyst is O. The product is [Cl:3][C:17]1[N:18]=[N:19][C:14]([C:11]2[CH:12]=[CH:13][C:8]([O:7][CH3:6])=[CH:9][CH:10]=2)=[C:15]2[CH:24]=[CH:23][N:22]=[CH:21][C:16]=12. The yield is 0.920. (8) The yield is 0.843. The catalyst is C(O)(C(F)(F)F)=O. The reactants are C([O:8][C:9]1[N:14]=[CH:13][C:12]([C:15]2[CH:16]=[C:17]3[N:23]=[CH:22][N:21]([C:24]4[CH:25]=[C:26]([NH:38][C:39](=[O:41])[CH3:40])[CH:27]=[C:28]([C:30]5[CH:35]=[CH:34][C:33]([F:36])=[CH:32][C:31]=5[F:37])[CH:29]=4)[C:18]3=[N:19][CH:20]=2)=[CH:11][CH:10]=1)C1C=CC=CC=1. The product is [F:37][C:31]1[CH:32]=[C:33]([F:36])[CH:34]=[CH:35][C:30]=1[C:28]1[CH:29]=[C:24]([N:21]2[C:18]3=[N:19][CH:20]=[C:15]([C:12]4[CH:11]=[CH:10][C:9](=[O:8])[NH:14][CH:13]=4)[CH:16]=[C:17]3[N:23]=[CH:22]2)[CH:25]=[C:26]([NH:38][C:39](=[O:41])[CH3:40])[CH:27]=1. (9) The reactants are [CH3:1][C:2]1[CH:7]=[CH:6][CH:5]=[C:4]([CH3:8])[C:3]=1[C:9]1[N:10]=[CH:11][C:12]([NH2:15])=[N:13][CH:14]=1.N1C=CC=CC=1.[Br:22]Br. The catalyst is C(Cl)(Cl)Cl. The product is [Br:22][C:11]1[C:12]([NH2:15])=[N:13][CH:14]=[C:9]([C:3]2[C:2]([CH3:1])=[CH:7][CH:6]=[CH:5][C:4]=2[CH3:8])[N:10]=1. The yield is 0.980. (10) The yield is 0.890. The reactants are [F:1][C:2]1[CH:3]=[C:4]([CH:15]=[CH:16][CH:17]=1)[CH2:5][NH:6][C:7]([C:9]1[S:10][CH:11]=[CH:12][C:13]=1[CH3:14])=[O:8].C(NC(C1OC=CC=1C)=O)C1C=CC=CC=1.[Br:34]N1C(=O)CCC1=O. No catalyst specified. The product is [Br:34][C:11]1[S:10][C:9]([C:7]([NH:6][CH2:5][C:4]2[CH:15]=[CH:16][CH:17]=[C:2]([F:1])[CH:3]=2)=[O:8])=[C:13]([CH3:14])[CH:12]=1.